Predict the product of the given reaction. From a dataset of Forward reaction prediction with 1.9M reactions from USPTO patents (1976-2016). (1) Given the reactants C([N:8]1[CH2:13][CH2:12][N:11]([CH2:14][C:15]2[N:24]=[C:23]([NH:25][CH2:26][CH2:27][CH2:28][N:29]([CH3:31])[CH3:30])[C:22]3[C:17](=[CH:18][CH:19]=[CH:20][CH:21]=3)[N:16]=2)[CH2:10][CH2:9]1)C1C=CC=CC=1.C([O-])=O.[NH4+], predict the reaction product. The product is: [CH3:31][N:29]([CH3:30])[CH2:28][CH2:27][CH2:26][NH:25][C:23]1[C:22]2[C:17](=[CH:18][CH:19]=[CH:20][CH:21]=2)[N:16]=[C:15]([CH2:14][N:11]2[CH2:10][CH2:9][NH:8][CH2:13][CH2:12]2)[N:24]=1. (2) Given the reactants [C:1]1([C:3](=[CH:5][CH:6]=[CH:7][CH:8]=1)[OH:4])[OH:2].[H-].[Na+].Br[CH2:12][CH2:13][CH2:14][C:15]([O:17][CH2:18][CH3:19])=[O:16], predict the reaction product. The product is: [OH:2][C:1]1[CH:8]=[CH:7][CH:6]=[CH:5][C:3]=1[O:4][CH2:12][CH2:13][CH2:14][C:15]([O:17][CH2:18][CH3:19])=[O:16]. (3) Given the reactants [CH:1]([C:3]1[C:11]2[C:6](=[CH:7][CH:8]=[CH:9][CH:10]=2)[NH:5][CH:4]=1)=[O:2].[CH2:12]=[O:13].C(N(CC)CC)C, predict the reaction product. The product is: [CH:1]([C:3]1[C:11]2[C:6](=[CH:7][CH:8]=[CH:9][CH:10]=2)[N:5]([CH2:12][OH:13])[CH:4]=1)=[O:2]. (4) Given the reactants O[C@@:2]1([C:13](O)=O)[C:10]2C=CS[C:6]=2[C@@H:5](O)[C@H:4](O)[CH2:3]1.[CH2:16]([C:23]1[S:27][C:26]2[C@@H:28]([OH:36])[C@@H:29]3[O:34][C:32](=[O:33])[C@:31]([OH:35])([C:25]=2[CH:24]=1)[CH2:30]3)[C:17]1[CH:22]=[CH:21][CH:20]=[CH:19][CH:18]=1.[Li+].[OH-:38], predict the reaction product. The product is: [CH2:13]([C:23]1([CH2:16][C:17]2[CH:18]=[CH:19][CH:20]=[CH:21][CH:22]=2)[S:27][C:26]2[C@@H:28]([OH:36])[C@H:29]([OH:34])[CH2:30][C@:31]([OH:35])([C:32]([OH:33])=[O:38])[C:25]=2[CH2:24]1)[C:2]1[CH:10]=[CH:6][CH:5]=[CH:4][CH:3]=1. (5) Given the reactants C([O-])(=O)C.[Na+].Br[CH:7](Br)[C:8](=O)[C:9]([F:12])([CH3:11])[CH3:10].C(=O)(O)O.[NH2:19][NH:20][C:21]([NH2:23])=[NH:22].[OH-].[Na+], predict the reaction product. The product is: [NH2:23][C:21]1[N:20]=[N:19][CH:7]=[C:8]([C:9]([F:12])([CH3:11])[CH3:10])[N:22]=1.